From a dataset of Full USPTO retrosynthesis dataset with 1.9M reactions from patents (1976-2016). Predict the reactants needed to synthesize the given product. (1) Given the product [NH2:4][C:5]1[N:10]=[CH:9][N:8]=[C:7]2[N:11]([CH:15]([C:17]3[C:18]([O:36][CH3:37])=[C:19]([C:25]4[CH:30]=[CH:29][C:28]([C:31]([OH:33])=[O:32])=[C:27]([F:35])[CH:26]=4)[C:20]([CH3:24])=[C:21]([Cl:23])[CH:22]=3)[CH3:16])[N:12]=[C:13]([CH3:14])[C:6]=12, predict the reactants needed to synthesize it. The reactants are: O.[OH-].[Li+].[NH2:4][C:5]1[N:10]=[CH:9][N:8]=[C:7]2[N:11]([CH:15]([C:17]3[C:18]([O:36][CH3:37])=[C:19]([C:25]4[CH:30]=[CH:29][C:28]([C:31]([O:33]C)=[O:32])=[C:27]([F:35])[CH:26]=4)[C:20]([CH3:24])=[C:21]([Cl:23])[CH:22]=3)[CH3:16])[N:12]=[C:13]([CH3:14])[C:6]=12.O1CCCC1.Cl. (2) The reactants are: [CH3:1][C:2]1[CH:3]=[C:4]([CH:22]=[C:23]([CH3:34])[C:24]=1[N:25]1[CH:29]=[C:28]([C:30]([F:33])([F:32])[F:31])[CH:27]=[N:26]1)[O:5][CH:6]([CH:16]1[CH2:19][C:18]([CH3:21])([CH3:20])[CH2:17]1)[C:7]1[CH:15]=[CH:14][C:10]([C:11]([OH:13])=O)=[CH:9][CH:8]=1.Cl.[NH2:36][CH2:37][CH2:38][C:39]([O:41][CH2:42][CH3:43])=[O:40].F[P-](F)(F)(F)(F)F.N1(OC(N(C)C)=[N+](C)C)C2N=CC=CC=2N=N1.C(N(C(C)C)CC)(C)C. Given the product [CH3:1][C:2]1[CH:3]=[C:4]([CH:22]=[C:23]([CH3:34])[C:24]=1[N:25]1[CH:29]=[C:28]([C:30]([F:32])([F:31])[F:33])[CH:27]=[N:26]1)[O:5][CH:6]([CH:16]1[CH2:19][C:18]([CH3:21])([CH3:20])[CH2:17]1)[C:7]1[CH:15]=[CH:14][C:10]([C:11]([NH:36][CH2:37][CH2:38][C:39]([O:41][CH2:42][CH3:43])=[O:40])=[O:13])=[CH:9][CH:8]=1, predict the reactants needed to synthesize it. (3) The reactants are: [CH3:1][C:2]1([CH3:14])[C:6]([CH3:8])([CH3:7])[O:5][B:4]([C:9]2[CH:10]=[N:11][NH:12][CH:13]=2)[O:3]1.Cl[CH2:16][C:17]1[CH:22]=[CH:21][N:20]=[CH:19][CH:18]=1.C(=O)([O-])[O-].[Cs+].[Cs+]. Given the product [CH3:1][C:2]1([CH3:14])[C:6]([CH3:7])([CH3:8])[O:5][B:4]([C:9]2[CH:13]=[N:12][N:11]([CH2:16][C:17]3[CH:22]=[CH:21][N:20]=[CH:19][CH:18]=3)[CH:10]=2)[O:3]1, predict the reactants needed to synthesize it. (4) Given the product [Br:12][C:13]1[CH:17]=[CH:16][N:15]([S:18]([C:21]2[CH:26]=[CH:25][CH:24]=[CH:23][CH:22]=2)(=[O:20])=[O:19])[C:14]=1[C:27]([NH:1][C:2]1[CH:7]=[CH:6][CH:5]=[CH:4][CH:3]=1)=[O:28], predict the reactants needed to synthesize it. The reactants are: [NH2:1][C:2]1[CH:7]=[CH:6][CH:5]=[CH:4][CH:3]=1.C[Al](C)C.[Br:12][C:13]1[CH:17]=[CH:16][N:15]([S:18]([C:21]2[CH:26]=[CH:25][CH:24]=[CH:23][CH:22]=2)(=[O:20])=[O:19])[C:14]=1[C:27](OC)=[O:28].O.O.C(C(C(C([O-])=O)O)O)([O-])=O.[Na+].[Na+]. (5) Given the product [CH3:9][C:8]([CH:10]1[CH2:15][CH2:14][C:13]([CH2:16][NH:17][C:2](=[O:3])[O:4][CH2:5][CH3:6])=[CH:12][CH2:11]1)=[CH2:7], predict the reactants needed to synthesize it. The reactants are: Cl[C:2]([O:4][CH2:5][CH3:6])=[O:3].[CH3:7][C:8]([CH:10]1[CH2:15][CH2:14][C:13]([CH2:16][NH2:17])=[CH:12][CH2:11]1)=[CH2:9].C(N(CC)CC)C.[Cl-].[Na+]. (6) Given the product [OH:1][C:2]1[C:7]([C:8]([NH:41][CH:42]([C:57]2[CH:58]=[CH:59][CH:60]=[CH:61][CH:62]=2)[C:43]2[CH:48]=[CH:47][C:46]([P:49](=[O:56])([O:50][CH2:51][CH3:52])[O:53][CH2:54][CH3:55])=[CH:45][CH:44]=2)=[O:10])=[CH:6][N:5]=[C:4]([C:11]2[N:12]=[N:13][CH:14]=[CH:15][CH:16]=2)[N:3]=1, predict the reactants needed to synthesize it. The reactants are: [OH:1][C:2]1[C:7]([C:8]([OH:10])=O)=[CH:6][N:5]=[C:4]([C:11]2[N:12]=[N:13][CH:14]=[CH:15][CH:16]=2)[N:3]=1.CN(C(ON1N=NC2C=CC=NC1=2)=[N+](C)C)C.F[P-](F)(F)(F)(F)F.[NH2:41][CH:42]([C:57]1[CH:62]=[CH:61][CH:60]=[CH:59][CH:58]=1)[C:43]1[CH:48]=[CH:47][C:46]([P:49](=[O:56])([O:53][CH2:54][CH3:55])[O:50][CH2:51][CH3:52])=[CH:45][CH:44]=1. (7) Given the product [F:1][C:2]1[CH:3]=[C:4]([CH:5]=[CH:6][C:7]=1[O:8][C:9]1[CH:14]=[CH:13][CH:12]=[C:11]([F:15])[CH:10]=1)[CH2:16][O:17][C:19]1[CH:35]=[C:23]2[NH:24][CH2:25][CH2:26][CH2:27][N:22]2[C:21](=[O:36])[N:20]=1, predict the reactants needed to synthesize it. The reactants are: [F:1][C:2]1[CH:3]=[C:4]([CH2:16][OH:17])[CH:5]=[CH:6][C:7]=1[O:8][C:9]1[CH:14]=[CH:13][CH:12]=[C:11]([F:15])[CH:10]=1.Cl[C:19]1[CH:35]=[C:23]2[N:24](C(OC(C)(C)C)=O)[CH2:25][CH2:26][CH2:27][N:22]2[C:21](=[O:36])[N:20]=1. (8) The reactants are: [F:1][C:2]1[CH:7]=[CH:6][C:5]([CH:8]2[C:13]3=[N:14][NH:15][C:16](=[O:21])[C:17]4[CH:18]=[CH:19][CH:20]=[C:11]([C:12]=43)[NH:10][CH:9]2[C:22]2[CH:29]=[CH:28][C:25]([CH:26]=O)=[CH:24][CH:23]=2)=[CH:4][CH:3]=1.[CH3:30][CH:31]1[CH2:36][NH:35][CH2:34][CH:33]([CH3:37])[N:32]1[C:38]([O:40][C:41]([CH3:44])([CH3:43])[CH3:42])=[O:39]. Given the product [F:1][C:2]1[CH:3]=[CH:4][C:5]([CH:8]2[C:13]3=[N:14][NH:15][C:16](=[O:21])[C:17]4[CH:18]=[CH:19][CH:20]=[C:11]([C:12]=43)[NH:10][CH:9]2[C:22]2[CH:29]=[CH:28][C:25]([CH2:26][N:35]3[CH2:36][C@@H:31]([CH3:30])[N:32]([C:38]([O:40][C:41]([CH3:42])([CH3:44])[CH3:43])=[O:39])[C@H:33]([CH3:37])[CH2:34]3)=[CH:24][CH:23]=2)=[CH:6][CH:7]=1, predict the reactants needed to synthesize it. (9) Given the product [CH3:9][N:10]1[C:22]2[C:13](=[C:14]3[C:19](=[CH:20][CH:21]=2)[N:18]=[CH:17][CH:16]=[CH:15]3)[N:12]=[C:11]1[CH:23]1[CH2:2][CH:24]1[C:25]1[CH:34]=[CH:33][C:32]2[C:27](=[CH:28][CH:29]=[CH:30][CH:31]=2)[N:26]=1, predict the reactants needed to synthesize it. The reactants are: [I-].[CH3:2][S+](C)(C)=O.[H-].[Na+].[CH3:9][N:10]1[C:22]2[C:13](=[C:14]3[C:19](=[CH:20][CH:21]=2)[N:18]=[CH:17][CH:16]=[CH:15]3)[N:12]=[C:11]1/[CH:23]=[CH:24]/[C:25]1[CH:34]=[CH:33][C:32]2[C:27](=[CH:28][CH:29]=[CH:30][CH:31]=2)[N:26]=1.[OH-].[K+]. (10) Given the product [Cl:32][C:31]1[C:26]([N:13]2[CH2:14][CH2:15][N:10]([C:8]([C:6]3[CH:5]=[CH:4][C:3]([N:16]4[C@H:20]([CH2:21][O:22][CH3:23])[CH2:19][O:18][C:17]4=[O:24])=[C:2]([F:1])[CH:7]=3)=[O:9])[CH2:11][CH2:12]2)=[N:27][CH:28]=[C:29]([Cl:33])[CH:30]=1, predict the reactants needed to synthesize it. The reactants are: [F:1][C:2]1[CH:7]=[C:6]([C:8]([N:10]2[CH2:15][CH2:14][NH:13][CH2:12][CH2:11]2)=[O:9])[CH:5]=[CH:4][C:3]=1[N:16]1[C@H:20]([CH2:21][O:22][CH3:23])[CH2:19][O:18][C:17]1=[O:24].Cl[C:26]1[C:31]([Cl:32])=[CH:30][C:29]([Cl:33])=[CH:28][N:27]=1.C(=O)([O-])[O-].[K+].[K+].C(OCC)(=O)C.